Dataset: Full USPTO retrosynthesis dataset with 1.9M reactions from patents (1976-2016). Task: Predict the reactants needed to synthesize the given product. (1) Given the product [C:17]([C:16]1[C:11]([NH:5][C:4]2[CH:6]=[CH:7][C:8]([Cl:9])=[C:2]([Cl:1])[CH:3]=2)=[C:12]2[C:25]3[CH2:24][CH2:23][N:22]([C:26]([O:28][C:29]([CH3:32])([CH3:31])[CH3:30])=[O:27])[CH2:21][C:20]=3[S:19][C:13]2=[N:14][CH:15]=1)#[N:18], predict the reactants needed to synthesize it. The reactants are: [Cl:1][C:2]1[CH:3]=[C:4]([CH:6]=[CH:7][C:8]=1[Cl:9])[NH2:5].Cl[C:11]1[C:16]([C:17]#[N:18])=[CH:15][N:14]=[C:13]2[S:19][C:20]3[CH2:21][N:22]([C:26]([O:28][C:29]([CH3:32])([CH3:31])[CH3:30])=[O:27])[CH2:23][CH2:24][C:25]=3[C:12]=12. (2) The reactants are: Cl[C:2]1[N:7]=[CH:6][C:5]([S:8]([N:11]2[CH2:16][CH2:15][N:14]([C:17]3[N:22]=[CH:21][C:20]([C:23]([OH:32])([C:28]([F:31])([F:30])[F:29])[C:24]([F:27])([F:26])[F:25])=[CH:19][N:18]=3)[C@@H:13]([CH2:33][N:34]([CH:39]([CH3:41])[CH3:40])[S:35]([CH3:38])(=[O:37])=[O:36])[CH2:12]2)(=[O:10])=[O:9])=[CH:4][CH:3]=1.[OH-].[NH4+:43]. Given the product [NH2:43][C:2]1[N:7]=[CH:6][C:5]([S:8]([N:11]2[CH2:16][CH2:15][N:14]([C:17]3[N:22]=[CH:21][C:20]([C:23]([OH:32])([C:28]([F:31])([F:30])[F:29])[C:24]([F:27])([F:26])[F:25])=[CH:19][N:18]=3)[C@@H:13]([CH2:33][N:34]([CH:39]([CH3:41])[CH3:40])[S:35]([CH3:38])(=[O:37])=[O:36])[CH2:12]2)(=[O:10])=[O:9])=[CH:4][CH:3]=1, predict the reactants needed to synthesize it. (3) Given the product [CH2:1]([C:8]1[CH:9]=[N:10][C:11]2[C:16]([C:17]=1[C:18]1[CH:19]=[C:20]([NH:24][CH2:32][C:31]3[CH:34]=[CH:35][C:36]([Cl:38])=[CH:37][C:30]=3[Cl:29])[CH:21]=[CH:22][CH:23]=1)=[CH:15][CH:14]=[CH:13][C:12]=2[C:25]([F:28])([F:26])[F:27])[C:2]1[CH:3]=[CH:4][CH:5]=[CH:6][CH:7]=1, predict the reactants needed to synthesize it. The reactants are: [CH2:1]([C:8]1[CH:9]=[N:10][C:11]2[C:16]([C:17]=1[C:18]1[CH:19]=[C:20]([NH2:24])[CH:21]=[CH:22][CH:23]=1)=[CH:15][CH:14]=[CH:13][C:12]=2[C:25]([F:28])([F:27])[F:26])[C:2]1[CH:7]=[CH:6][CH:5]=[CH:4][CH:3]=1.[Cl:29][C:30]1[CH:37]=[C:36]([Cl:38])[CH:35]=[CH:34][C:31]=1[CH:32]=O. (4) Given the product [Cl:1][C:2]1[C:10]([C:11]#[N:12])=[CH:9][CH:8]=[C:7]2[C:3]=1[CH:4]=[C:5]([CH3:13])[N:6]2[CH2:15][CH2:16][O:17][C:18]1[CH:23]=[CH:22][C:21]([F:24])=[CH:20][C:19]=1[F:25], predict the reactants needed to synthesize it. The reactants are: [Cl:1][C:2]1[C:10]([C:11]#[N:12])=[CH:9][CH:8]=[C:7]2[C:3]=1[CH:4]=[C:5]([CH3:13])[NH:6]2.Br[CH2:15][CH2:16][O:17][C:18]1[CH:23]=[CH:22][C:21]([F:24])=[CH:20][C:19]=1[F:25].